Task: Predict the product of the given reaction.. Dataset: Forward reaction prediction with 1.9M reactions from USPTO patents (1976-2016) Given the reactants [Cl:1][C:2]1[CH:10]=[CH:9][C:5]([C:6](Cl)=[O:7])=[CH:4][CH:3]=1.[NH2:11][C:12]1[CH:13]=[C:14]([C:18]2[C:22]([Br:23])=[CH:21][N:20]([CH3:24])[N:19]=2)[CH:15]=[CH:16][CH:17]=1.C(N(CC)CC)C, predict the reaction product. The product is: [Br:23][C:22]1[C:18]([C:14]2[CH:13]=[C:12]([NH:11][C:6]([C:5]3[CH:9]=[CH:10][C:2]([Cl:1])=[CH:3][CH:4]=3)=[O:7])[CH:17]=[CH:16][CH:15]=2)=[N:19][N:20]([CH3:24])[CH:21]=1.